Dataset: Full USPTO retrosynthesis dataset with 1.9M reactions from patents (1976-2016). Task: Predict the reactants needed to synthesize the given product. (1) Given the product [O:1]1[C:5]2[CH:6]=[CH:7][CH:8]=[CH:9][C:4]=2[C:3]([C:10]2[C:14]3[CH:24]=[CH:25][CH:21]=[CH:20][C:13]=3[O:12][C:11]=2[CH:15]=[O:16])=[N:2]1, predict the reactants needed to synthesize it. The reactants are: [O:1]1[C:5]2[CH:6]=[CH:7][CH:8]=[CH:9][C:4]=2[C:3]([C:10]2[CH:14]=[CH:13][O:12][C:11]=2[CH:15]=[O:16])=[N:2]1.C(O[CH:20](OCC)[C:21]1OC=[CH:24][C:25]=1[C:20](=O)[C:21]1C=CC=[CH:24][C:25]=1F)C. (2) Given the product [OH:8][C:5]1[CH2:6][CH2:7][C:2]([CH3:9])([CH3:1])[CH2:3][C:4]=1[C:10]([O:11][CH3:12])=[O:13], predict the reactants needed to synthesize it. The reactants are: [CH3:1][C:2]1([CH3:9])[CH2:7][CH2:6][C:5](=[O:8])[CH2:4][CH2:3]1.[C:10](=O)([O:13]C)[O:11][CH3:12].[H-].[Na+].CO. (3) Given the product [CH:15]1[CH:12]=[CH:11][C:10]2[N:9]([OH:1])[N:31]=[N:40][C:41]=2[CH:42]=1, predict the reactants needed to synthesize it. The reactants are: [OH2:1].C(OC([N:9]1CC[CH:12]([CH2:15]CCOC2C=CC(C(O)=O)=C(C)C=2)[CH2:11][CH2:10]1)=O)(C)(C)C.CC[N:31]=C=NCCCN(C)C.[NH2:40][CH2:41][CH2:42]O. (4) Given the product [F:24][C:18]1[C:17]([C:13]2[CH:12]=[C:11]([N:9]3[CH:10]=[C:6]([C:4]([C:27]4[CH:32]=[CH:31][C:30]([F:33])=[CH:29][CH:28]=4)=[O:5])[N:7]=[CH:8]3)[CH:16]=[CH:15][CH:14]=2)=[C:22]([F:23])[CH:21]=[CH:20][N:19]=1, predict the reactants needed to synthesize it. The reactants are: CON(C)[C:4]([C:6]1[N:7]=[CH:8][N:9]([C:11]2[CH:16]=[CH:15][CH:14]=[C:13]([C:17]3[C:18]([F:24])=[N:19][CH:20]=[CH:21][C:22]=3[F:23])[CH:12]=2)[CH:10]=1)=[O:5].Br[C:27]1[CH:32]=[CH:31][C:30]([F:33])=[CH:29][CH:28]=1. (5) The reactants are: [Br:1][C:2]1[C:3](=[O:18])[N:4]([CH3:17])[C:5](=[O:16])[C:6]=1[C:7]1[C:15]2[C:10](=[CH:11][CH:12]=[CH:13][CH:14]=2)[NH:9][CH:8]=1.[CH3:19][C:20]([O:23][C:24](O[C:24]([O:23][C:20]([CH3:22])([CH3:21])[CH3:19])=[O:25])=[O:25])([CH3:22])[CH3:21]. Given the product [Br:1][C:2]1[C:3](=[O:18])[N:4]([CH3:17])[C:5](=[O:16])[C:6]=1[C:7]1[C:15]2[C:10](=[CH:11][CH:12]=[CH:13][CH:14]=2)[N:9]([C:24]([O:23][C:20]([CH3:22])([CH3:21])[CH3:19])=[O:25])[CH:8]=1, predict the reactants needed to synthesize it. (6) Given the product [CH3:25][O:24][C:18]1[C:17]2[CH:16]=[C:15]([N:10]3[CH2:11][CH2:12][N:8]([C:3]4[CH:4]=[N:5][CH:6]=[CH:7][C:2]=4[CH3:1])[C:9]3=[O:13])[S:23][C:22]=2[CH:21]=[CH:20][N:19]=1, predict the reactants needed to synthesize it. The reactants are: [CH3:1][C:2]1[CH:7]=[CH:6][N:5]=[CH:4][C:3]=1[N:8]1[CH2:12][CH2:11][NH:10][C:9]1=[O:13].Br[C:15]1[S:23][C:22]2[CH:21]=[CH:20][N:19]=[C:18]([O:24][CH3:25])[C:17]=2[CH:16]=1.N[C@@H]1CCCC[C@H]1N.P([O-])([O-])([O-])=O.[K+].[K+].[K+].